This data is from Reaction yield outcomes from USPTO patents with 853,638 reactions. The task is: Predict the reaction yield, written as a fraction of the theoretical maximum amount of product (1.0 means a 100% yield; for example, 0.34 means a 34% yield). (1) The reactants are [Cl:1][C:2]1[CH:3]=[C:4]2[C:8](=[CH:9][CH:10]=1)[NH:7][C:6]([C:11]([NH:13][NH:14][C:15](=[O:24])[C:16]1[CH:21]=[CH:20][C:19]([F:22])=[CH:18][C:17]=1[NH2:23])=[O:12])=[CH:5]2.O.[C:26]1([CH3:36])[CH:31]=[CH:30][C:29]([S:32]([OH:35])(=[O:34])=[O:33])=[CH:28][CH:27]=1.CO. The catalyst is CS(C)=O. The product is [C:26]1([CH3:36])[CH:27]=[CH:28][C:29]([S:32]([OH:35])(=[O:33])=[O:34])=[CH:30][CH:31]=1.[Cl:1][C:2]1[CH:3]=[C:4]2[C:8](=[CH:9][CH:10]=1)[NH:7][C:6]([C:11]([NH:13][NH:14][C:15](=[O:24])[C:16]1[CH:21]=[CH:20][C:19]([F:22])=[CH:18][C:17]=1[NH2:23])=[O:12])=[CH:5]2. The yield is 0.860. (2) The reactants are Br[C:2]1[CH:3]=[CH:4][C:5]2[NH:6][C:7]3[C:12]([C:13]=2[CH:14]=1)=[CH:11][CH:10]=[CH:9][CH:8]=3.O.[CH3:16][N:17]1CCCC1=O. No catalyst specified. The product is [C:16]([C:2]1[CH:3]=[CH:4][C:5]2[NH:6][C:7]3[C:12]([C:13]=2[CH:14]=1)=[CH:11][CH:10]=[CH:9][CH:8]=3)#[N:17]. The yield is 0.400. (3) The reactants are [O:1]=[C:2]([N:20]1[CH2:24][CH2:23][CH2:22][CH2:21]1)[C@@H:3]([NH:6][CH2:7][C:8]1[CH:13]=[CH:12][N:11]=[C:10]2[NH:14][CH:15]=[C:16]([C:17](O)=[O:18])[C:9]=12)[CH2:4][CH3:5].CN(C(ON1N=NC2C=CC=NC1=2)=[N+](C)C)C.F[P-](F)(F)(F)(F)F.CN1CCOCC1. The catalyst is CN(C)C=O. The product is [O:1]=[C:2]([N:20]1[CH2:24][CH2:23][CH2:22][CH2:21]1)[C@H:3]([N:6]1[C:17](=[O:18])[C:16]2=[CH:15][NH:14][C:10]3[C:9]2=[C:8]([CH:13]=[CH:12][N:11]=3)[CH2:7]1)[CH2:4][CH3:5]. The yield is 0.195. (4) The reactants are Cl[C:2]1[CH:7]=[C:6]([C:8]([CH3:11])([CH3:10])[CH3:9])[N:5]=[CH:4][N:3]=1.[CH3:12][C:13]1[C:18](B2OC(C)(C)C(C)(C)O2)=[CH:17][CH:16]=[CH:15][N:14]=1.C([O-])(=O)C.[K+].C(=O)([O-])[O-].[Na+].[Na+]. The catalyst is C(OCC)(=O)C.CCCCCC.C1C=CC([P]([Pd]([P](C2C=CC=CC=2)(C2C=CC=CC=2)C2C=CC=CC=2)([P](C2C=CC=CC=2)(C2C=CC=CC=2)C2C=CC=CC=2)[P](C2C=CC=CC=2)(C2C=CC=CC=2)C2C=CC=CC=2)(C2C=CC=CC=2)C2C=CC=CC=2)=CC=1.C(#N)C. The product is [CH3:12][C:13]1[C:18]([C:2]2[CH:7]=[C:6]([C:8]([CH3:11])([CH3:10])[CH3:9])[N:5]=[CH:4][N:3]=2)=[CH:17][CH:16]=[CH:15][N:14]=1. The yield is 0.920. (5) The reactants are C([Li])CCC.[CH:6]([C:9]1[C:14]2[O:15][C:16]3[CH:21]=[CH:20][CH:19]=[CH:18][C:17]=3[C:13]=2[CH:12]=[CH:11][CH:10]=1)([CH3:8])[CH3:7].[B:22](OC)([O:25]C)[O:23]C.[NH4+].[OH-]. The catalyst is C1COCC1. The product is [CH:6]([C:9]1[C:14]2[O:15][C:16]3[C:21]([B:22]([OH:25])[OH:23])=[CH:20][CH:19]=[CH:18][C:17]=3[C:13]=2[CH:12]=[CH:11][CH:10]=1)([CH3:8])[CH3:7]. The yield is 0.770. (6) The reactants are IC1C=C(CC(O)([P:16](=[O:21])([O:19]C)[O:17]C)[P:10](=[O:15])([O:13]C)[O:11]C)C=CC=1.P([O-])(OCC)[O:24]CC.[Na+]. The yield is 0.890. The product is [PH:10](=[O:11])([OH:15])[OH:13].[P:16]([OH:19])([OH:24])([OH:17])=[O:21]. The catalyst is C1COCC1. (7) The reactants are [O:1]=[C:2]1[CH2:11][CH2:10][CH2:9][C:8]2[CH:7]=[C:6]([C:12]([OH:14])=[O:13])[CH:5]=[CH:4][C:3]1=2.[CH3:15][Si](C=[N+]=[N-])(C)C. The catalyst is CO.C1(C)C=CC=CC=1. The product is [O:1]=[C:2]1[CH2:11][CH2:10][CH2:9][C:8]2[CH:7]=[C:6]([C:12]([O:14][CH3:15])=[O:13])[CH:5]=[CH:4][C:3]1=2. The yield is 0.998.